From a dataset of Full USPTO retrosynthesis dataset with 1.9M reactions from patents (1976-2016). Predict the reactants needed to synthesize the given product. (1) The reactants are: Br[C:2]1[S:3][C:4]([Cl:25])=[C:5]([C:7]([NH:9][C:10]2[CH:15]=[C:14]([CH3:16])[CH:13]=[CH:12][C:11]=2[CH2:17][C:18]([O:20][C:21]([CH3:24])([CH3:23])[CH3:22])=[O:19])=[O:8])[N:6]=1.[F:26][C:27]1[CH:28]=[C:29]([CH:39]=[C:40](B2OC(C)(C)C(C)(C)O2)[CH:41]=1)[CH2:30][NH:31][C:32](=[O:38])[O:33][C:34]([CH3:37])([CH3:36])[CH3:35].C(Cl)Cl.C([O-])([O-])=O.[K+].[K+]. Given the product [C:34]([O:33][C:32]([NH:31][CH2:30][C:29]1[CH:39]=[C:40]([C:2]2[S:3][C:4]([Cl:25])=[C:5]([C:7]([NH:9][C:10]3[CH:15]=[C:14]([CH3:16])[CH:13]=[CH:12][C:11]=3[CH2:17][C:18]([O:20][C:21]([CH3:24])([CH3:23])[CH3:22])=[O:19])=[O:8])[N:6]=2)[CH:41]=[C:27]([F:26])[CH:28]=1)=[O:38])([CH3:37])([CH3:35])[CH3:36], predict the reactants needed to synthesize it. (2) The reactants are: F[C:2]1[CH:7]=[C:6]([F:8])[CH:5]=[CH:4][C:3]=1[C:9]1[N:14]=[CH:13][N:12]=[C:11]([NH:15][C:16]2[CH:21]=[CH:20][CH:19]=[C:18]([CH2:22][S:23]([CH3:26])(=[O:25])=[O:24])[CH:17]=2)[N:10]=1.[CH3:27][C:28]1([CH2:31][OH:32])[CH2:30][CH2:29]1. Given the product [F:8][C:6]1[CH:5]=[CH:4][C:3]([C:9]2[N:14]=[CH:13][N:12]=[C:11]([NH:15][C:16]3[CH:21]=[CH:20][CH:19]=[C:18]([CH2:22][S:23]([CH3:26])(=[O:25])=[O:24])[CH:17]=3)[N:10]=2)=[C:2]([O:32][CH2:31][C:28]2([CH3:27])[CH2:30][CH2:29]2)[CH:7]=1, predict the reactants needed to synthesize it. (3) Given the product [F:42][C:18]([F:17])([F:43])[C:19]1[CH:37]=[C:36]([C:38]([F:40])([F:41])[F:39])[CH:35]=[CH:34][C:20]=1[CH2:21][O:22][C:23]1[C:30]([O:31][CH3:32])=[CH:29][C:26](/[CH:27]=[C:6]2/[C:2]([NH:16][CH2:15][CH2:14][CH:10]3[CH2:11][CH2:12][CH2:13][N:9]3[CH3:8])=[N:3][C:4](=[O:7])[S:5]/2)=[C:25]([Cl:33])[CH:24]=1, predict the reactants needed to synthesize it. The reactants are: S=[C:2]1[CH2:6][S:5][C:4](=[O:7])[NH:3]1.[CH3:8][N:9]1[CH2:13][CH2:12][CH2:11][CH:10]1[CH2:14][CH2:15][NH2:16].[F:17][C:18]([F:43])([F:42])[C:19]1[CH:37]=[C:36]([C:38]([F:41])([F:40])[F:39])[CH:35]=[CH:34][C:20]=1[CH2:21][O:22][C:23]1[C:30]([O:31][CH3:32])=[CH:29][C:26]([CH:27]=O)=[C:25]([Cl:33])[CH:24]=1.CC(C)([O-])C.[K+].